From a dataset of Catalyst prediction with 721,799 reactions and 888 catalyst types from USPTO. Predict which catalyst facilitates the given reaction. (1) Product: [Cl:36][C:31]1[CH:32]=[CH:33][CH:34]=[CH:35][C:30]=1[C@H:28]([O:27][C:21]1[CH:20]=[C:19]([N:18]2[C:12]3[CH:11]=[C:10]([CH2:9][OH:8])[N:15]=[CH:14][C:13]=3[N:16]=[CH:17]2)[S:23][C:22]=1[C:24]([NH2:26])=[O:25])[CH3:29]. The catalyst class is: 1. Reactant: [Si]([O:8][CH2:9][C:10]1[N:15]=[CH:14][C:13]2[N:16]=[CH:17][N:18]([C:19]3[S:23][C:22]([C:24]([NH2:26])=[O:25])=[C:21]([O:27][C@@H:28]([C:30]4[CH:35]=[CH:34][CH:33]=[CH:32][C:31]=4[Cl:36])[CH3:29])[CH:20]=3)[C:12]=2[CH:11]=1)(C(C)(C)C)(C)C.[F-].C([N+](CCCC)(CCCC)CCCC)CCC. (2) Reactant: [CH:1]1[N:5]=[CH:4][N:3]([CH2:6][C:7]([P:13]([OH:16])([OH:15])=[O:14])([P:9]([OH:12])([OH:11])=[O:10])[OH:8])[CH:2]=1.[OH-:17].[Na+:18]. Product: [CH:1]1[N:5]=[CH:4][N:3]([CH2:6][C:7]([P:9]([O-:12])([OH:11])=[O:10])([P:13]([O-:15])([OH:16])=[O:14])[OH:8])[CH:2]=1.[OH2:17].[OH2:8].[OH2:8].[OH2:8].[Na+:18].[Na+:18]. The catalyst class is: 6. (3) Reactant: C(OC([N:8]1[C@H:12]([C:13](=[O:25])[NH:14][C@H:15]2[C:24]3[C:19](=[CH:20][CH:21]=[CH:22][CH:23]=3)[CH2:18][CH2:17][CH2:16]2)[CH2:11][C@H:10]([NH:26][C:27]2[CH:36]=[C:35]3[C:30]([CH2:31][C@@H:32]([C:44](=[O:56])[NH:45][C@H:46]4[C:55]5[C:50](=[CH:51][CH:52]=[CH:53][CH:54]=5)[CH2:49][CH2:48][CH2:47]4)[N:33](C(OC(C)(C)C)=O)[CH2:34]3)=[CH:29][CH:28]=2)[CH2:9]1)=O)(C)(C)C.C(O)(C(F)(F)F)=O. Product: [C@H:46]1([NH:45][C:44]([C@@H:32]2[CH2:31][C:30]3[C:35](=[CH:36][C:27]([NH:26][C@H:10]4[CH2:11][C@@H:12]([C:13](=[O:25])[NH:14][C@H:15]5[C:24]6[C:19](=[CH:20][CH:21]=[CH:22][CH:23]=6)[CH2:18][CH2:17][CH2:16]5)[NH:8][CH2:9]4)=[CH:28][CH:29]=3)[CH2:34][NH:33]2)=[O:56])[C:55]2[C:50](=[CH:51][CH:52]=[CH:53][CH:54]=2)[CH2:49][CH2:48][CH2:47]1. The catalyst class is: 2. (4) Reactant: [N:1]([CH2:4][C:5]1[S:9][C:8]([C:10]([O:12][CH2:13][CH3:14])=[O:11])=[N:7][C:6]=1[CH3:15])=[N+]=[N-].C1(P(C2C=CC=CC=2)C2C=CC=CC=2)C=CC=CC=1.O.Cl.C(OCC)(=O)C. Product: [NH2:1][CH2:4][C:5]1[S:9][C:8]([C:10]([O:12][CH2:13][CH3:14])=[O:11])=[N:7][C:6]=1[CH3:15]. The catalyst class is: 362. (5) Reactant: [NH2:1][CH2:2][CH2:3][N:4]([C@@H:9]([C:13]1[N:22]([CH2:23][C:24]2[CH:29]=[CH:28][CH:27]=[CH:26][CH:25]=2)[C:21](=[O:30])[C:20]2[C:15](=[CH:16][C:17]([Cl:31])=[CH:18][CH:19]=2)[N:14]=1)[CH:10]([CH3:12])[CH3:11])[C:5](=[O:8])[CH:6]=[CH2:7].C(OC(=O)NCCN(C(=O)C=C)[C@@H](C1N(CC2C=CC=CC=2)C(=O)C2C(=CC(Cl)=CC=2)N=1)C(C)C)(C)(C)C.C(O)(C(F)(F)F)=O. Product: [CH2:23]([N:22]1[C:21](=[O:30])[C:20]2[C:15](=[CH:16][C:17]([Cl:31])=[CH:18][CH:19]=2)[N:14]=[C:13]1[C@H:9]([N:4]1[C:5](=[O:8])[CH2:6][CH2:7][NH:1][CH2:2][CH2:3]1)[CH:10]([CH3:12])[CH3:11])[C:24]1[CH:25]=[CH:26][CH:27]=[CH:28][CH:29]=1. The catalyst class is: 2. (6) Reactant: [CH3:1][N:2]([S:20]([C:23]1[S:24][CH:25]=[CH:26][CH:27]=1)(=[O:22])=[O:21])[C:3]1[CH:4]=[CH:5][CH:6]=[C:7]2[C:11]=1[NH:10][C:9]([C:12]1[S:13][CH:14]([C:17](O)=[O:18])[CH2:15][N:16]=1)=[CH:8]2.[N:28]1(O)C2C=CC=CC=2N=N1.Cl.CN(C)CCCN=C=NCC.N. Product: [CH3:1][N:2]([S:20]([C:23]1[S:24][CH:25]=[CH:26][CH:27]=1)(=[O:22])=[O:21])[C:3]1[CH:4]=[CH:5][CH:6]=[C:7]2[C:11]=1[NH:10][C:9]([C:12]1[S:13][CH:14]([C:17]([NH2:28])=[O:18])[CH2:15][N:16]=1)=[CH:8]2. The catalyst class is: 35. (7) Reactant: C(=O)([O-])[O-].[K+].[K+].[C:7]1([CH3:25])[CH:12]=[CH:11][C:10]([N:13]2[C:17]3([CH2:22][CH2:21][CH2:20][CH2:19][CH2:18]3)[C:16](=[O:23])[NH:15][C:14]2=[O:24])=[CH:9][CH:8]=1.Br[CH2:27][C:28]([O:30][CH2:31][CH3:32])=[O:29].O. Product: [CH2:31]([O:30][C:28](=[O:29])[CH2:27][N:15]1[C:16](=[O:23])[C:17]2([CH2:22][CH2:21][CH2:20][CH2:19][CH2:18]2)[N:13]([C:10]2[CH:9]=[CH:8][C:7]([CH3:25])=[CH:12][CH:11]=2)[C:14]1=[O:24])[CH3:32]. The catalyst class is: 3. (8) Reactant: [CH3:1][N:2]1[C:10]2[N:9]=[C:8]3[NH:11][CH2:12][CH2:13][N:7]3[C:6]=2[C:5](=[O:14])[N:4]([CH2:15][CH2:16][CH2:17][CH2:18][C@H:19]([O:21][Si:22]([C:25]([CH3:28])([CH3:27])[CH3:26])([CH3:24])[CH3:23])[CH3:20])[C:3]1=[O:29].[C:30](OC(=O)C)(=[O:32])[CH3:31].CO. Product: [C:30]([N:11]1[C:8]2=[N:9][C:10]3[N:2]([CH3:1])[C:3](=[O:29])[N:4]([CH2:15][CH2:16][CH2:17][CH2:18][C@H:19]([O:21][Si:22]([C:25]([CH3:28])([CH3:27])[CH3:26])([CH3:23])[CH3:24])[CH3:20])[C:5](=[O:14])[C:6]=3[N:7]2[CH2:13][CH2:12]1)(=[O:32])[CH3:31]. The catalyst class is: 119.